From a dataset of NCI-60 drug combinations with 297,098 pairs across 59 cell lines. Regression. Given two drug SMILES strings and cell line genomic features, predict the synergy score measuring deviation from expected non-interaction effect. Drug 1: C1=NC(=NC(=O)N1C2C(C(C(O2)CO)O)O)N. Drug 2: CC1=C(N=C(N=C1N)C(CC(=O)N)NCC(C(=O)N)N)C(=O)NC(C(C2=CN=CN2)OC3C(C(C(C(O3)CO)O)O)OC4C(C(C(C(O4)CO)O)OC(=O)N)O)C(=O)NC(C)C(C(C)C(=O)NC(C(C)O)C(=O)NCCC5=NC(=CS5)C6=NC(=CS6)C(=O)NCCC[S+](C)C)O. Cell line: ACHN. Synergy scores: CSS=59.0, Synergy_ZIP=-3.26, Synergy_Bliss=-3.41, Synergy_Loewe=2.47, Synergy_HSA=4.00.